This data is from hERG Central: cardiac toxicity at 1µM, 10µM, and general inhibition. The task is: Predict hERG channel inhibition at various concentrations. (1) The compound is COc1ccc(CCNC(=O)c2ccc(-c3ccc([N+](=O)[O-])cc3)o2)cc1OC. Results: hERG_inhib (hERG inhibition (general)): blocker. (2) The compound is CN(CC1CCCN(CCc2ccccc2F)C1)C(=O)c1ccoc1. Results: hERG_inhib (hERG inhibition (general)): blocker. (3) The drug is COc1ccc(-n2c(CN3CCN(Cc4ccccc4)CC3)nc3ccc([N+](=O)[O-])cc3c2=O)c(OC)c1. Results: hERG_inhib (hERG inhibition (general)): blocker. (4) The compound is c1cnc2ccc(C(c3nnnn3C3CCCCC3)N3CCN(C4CCCCC4)CC3)cc2c1. Results: hERG_inhib (hERG inhibition (general)): blocker. (5) The drug is O=C(c1ccc2c(c1)OCO2)C1CCCN(Cc2ccc(F)c(F)c2)C1. Results: hERG_inhib (hERG inhibition (general)): blocker. (6) The compound is CN1CCN(c2ccc(S(=O)(=O)N3CCCCC3)cc2NC(=O)CCc2ccccc2)CC1. Results: hERG_inhib (hERG inhibition (general)): blocker. (7) The molecule is CCOc1ccccc1-c1nnc(CS(=O)(=O)c2ccccc2)o1. Results: hERG_inhib (hERG inhibition (general)): blocker. (8) The compound is Cc1ccc(C(=O)N[C@@H](C)CN2C3=NC[C@H](C(C)C)N3C[C@H]2Cc2ccc(O)cc2)cc1Br. Results: hERG_inhib (hERG inhibition (general)): blocker. (9) The molecule is N#CC(CO)(Cc1ccc(OC(F)F)cc1)c1nc2ccccc2[nH]1. Results: hERG_inhib (hERG inhibition (general)): blocker. (10) The molecule is Cc1cc(C)nc(SCC(=O)Nc2ccc(S(=O)(=O)N3CCCCC3)cc2)n1. Results: hERG_inhib (hERG inhibition (general)): blocker.